This data is from Full USPTO retrosynthesis dataset with 1.9M reactions from patents (1976-2016). The task is: Predict the reactants needed to synthesize the given product. (1) Given the product [Br:1][C:2]1[CH:3]=[CH:4][C:5]([F:19])=[C:6]([C:8]2([CH:16]([F:18])[F:17])[NH:13][C:12](=[S:21])[CH:11]([CH3:15])[O:10][CH2:9]2)[CH:7]=1, predict the reactants needed to synthesize it. The reactants are: [Br:1][C:2]1[CH:3]=[CH:4][C:5]([F:19])=[C:6]([C:8]2([CH:16]([F:18])[F:17])[NH:13][C:12](=O)[CH:11]([CH3:15])[O:10][CH2:9]2)[CH:7]=1.P12(SP3(SP(SP(S3)(S1)=S)(=S)S2)=S)=[S:21]. (2) Given the product [F:1][C:2]1[CH:3]=[C:4]2[C:8](=[CH:9][CH:10]=1)[N:7]([Si:13]([CH3:15])([CH3:14])[CH3:12])[C:6]([O:11][Si:13]([CH3:15])([CH3:14])[CH3:12])=[CH:5]2, predict the reactants needed to synthesize it. The reactants are: [F:1][C:2]1[CH:3]=[C:4]2[C:8](=[CH:9][CH:10]=1)[NH:7][C:6](=[O:11])[CH2:5]2.[CH3:12][Si:13](N[Si:13]([CH3:15])([CH3:14])[CH3:12])([CH3:15])[CH3:14]. (3) Given the product [CH2:15]([O:14][C:10]1[CH:11]=[CH:12][CH:13]=[C:4]([C:3]([OH:22])=[O:2])[C:5]=1[C:6]([OH:8])=[O:7])[C:16]1[CH:21]=[CH:20][CH:19]=[CH:18][CH:17]=1, predict the reactants needed to synthesize it. The reactants are: C[O:2][C:3](=[O:22])[C:4]1[C:5](=[C:10]([O:14][CH2:15][C:16]2[CH:21]=[CH:20][CH:19]=[CH:18][CH:17]=2)[CH:11]=[CH:12][CH:13]=1)[C:6]([O:8]C)=[O:7].[OH-].[Na+]. (4) The reactants are: [CH2:1]([O:3][C:4](=[O:34])[C:5]([O:8][C:9]1[CH:14]=[CH:13][C:12]([O:15][CH2:16][CH2:17][CH:18]2[CH2:22][N:21](CC3C=CC(OC)=CC=3)[C:20](=[O:32])[N:19]2[CH3:33])=[CH:11][CH:10]=1)([CH3:7])[CH3:6])[CH3:2].C([SiH](CC)CC)C.FC(F)(F)C(O)=O. Given the product [CH2:1]([O:3][C:4](=[O:34])[C:5]([CH3:7])([O:8][C:9]1[CH:10]=[CH:11][C:12]([O:15][CH2:16][CH2:17][CH:18]2[CH2:22][NH:21][C:20](=[O:32])[N:19]2[CH3:33])=[CH:13][CH:14]=1)[CH3:6])[CH3:2], predict the reactants needed to synthesize it. (5) Given the product [Cl:1][C:2]1[N:7]=[CH:6][C:5]([CH2:8][N:9]([CH2:19][CH:20]=[C:21]([Cl:23])[Cl:22])[C:10]2[CH2:11][O:12][C:13](=[O:25])[CH:14]=2)=[CH:4][CH:3]=1, predict the reactants needed to synthesize it. The reactants are: [Cl:1][C:2]1[N:7]=[CH:6][C:5]([CH2:8][NH:9][C:10]2[C:11](=O)[O:12][CH2:13][CH:14]=2)=[CH:4][CH:3]=1.[H-].[Na+].Br[CH2:19][CH:20]=[C:21]([Cl:23])[Cl:22].C[OH:25].